From a dataset of Forward reaction prediction with 1.9M reactions from USPTO patents (1976-2016). Predict the product of the given reaction. (1) The product is: [CH2:29]([O:36][C:37]1[N:42]=[CH:41][C:40]([C:2]2[C:7]([CH3:8])=[N:6][C:5]([CH3:9])=[C:4]([C@H:10]([O:16][C:17]([CH3:20])([CH3:19])[CH3:18])[C:11]([O:13][CH2:14][CH3:15])=[O:12])[C:3]=2[N:21]2[CH2:26][CH2:25][C:24]([CH3:28])([CH3:27])[CH2:23][CH2:22]2)=[CH:39][CH:38]=1)[C:30]1[CH:31]=[CH:32][CH:33]=[CH:34][CH:35]=1. Given the reactants Br[C:2]1[C:3]([N:21]2[CH2:26][CH2:25][C:24]([CH3:28])([CH3:27])[CH2:23][CH2:22]2)=[C:4]([C@H:10]([O:16][C:17]([CH3:20])([CH3:19])[CH3:18])[C:11]([O:13][CH2:14][CH3:15])=[O:12])[C:5]([CH3:9])=[N:6][C:7]=1[CH3:8].[CH2:29]([O:36][C:37]1[N:42]=[CH:41][C:40](B(O)O)=[CH:39][CH:38]=1)[C:30]1[CH:35]=[CH:34][CH:33]=[CH:32][CH:31]=1.C([O-])([O-])=O.[Na+].[Na+], predict the reaction product. (2) Given the reactants [CH:1](N(C(C)C)CC)([CH3:3])[CH3:2].CC(C)=O.[BH-](OC(C)=O)(OC(C)=O)OC(C)=O.[Na+].[CH3:28][C:29]1[CH:38]=[C:37]([CH2:39][C:40]2[CH:57]=[CH:56][C:43]([C:44]([NH:46][C@@H:47]3[CH2:51][NH:50][CH2:49][C@@H:48]3[C:52]([O:54][CH3:55])=[O:53])=[O:45])=[CH:42][CH:41]=2)[C:36]2[C:31](=[CH:32][CH:33]=[CH:34][CH:35]=2)[N:30]=1, predict the reaction product. The product is: [CH:1]([N:50]1[CH2:51][C@@H:47]([NH:46][C:44](=[O:45])[C:43]2[CH:42]=[CH:41][C:40]([CH2:39][C:37]3[C:36]4[C:31](=[CH:32][CH:33]=[CH:34][CH:35]=4)[N:30]=[C:29]([CH3:28])[CH:38]=3)=[CH:57][CH:56]=2)[C@@H:48]([C:52]([O:54][CH3:55])=[O:53])[CH2:49]1)([CH3:3])[CH3:2]. (3) The product is: [Cl:29][C:21]1[CH:22]=[CH:23][C:24]2[C:25](=[O:26])[N:1]([C:4]3[CH:5]=[CH:6][C:7]([O:10][CH2:11][C:12]([F:13])([F:15])[F:14])=[CH:8][CH:9]=3)[C:2](=[S:3])[NH:18][C:19]=2[N:20]=1. Given the reactants [N:1]([C:4]1[CH:9]=[CH:8][C:7]([O:10][CH2:11][C:12]([F:15])([F:14])[F:13])=[CH:6][CH:5]=1)=[C:2]=[S:3].[H-].[Na+].[NH2:18][C:19]1[C:24]([C:25](OC)=[O:26])=[CH:23][CH:22]=[C:21]([Cl:29])[N:20]=1.Cl, predict the reaction product. (4) Given the reactants [CH3:1][NH:2][C:3]([N:5]1[C:13]2[C:8](=[CH:9][C:10]([N+:14]([O-])=O)=[CH:11][CH:12]=2)[CH:7]=[C:6]1[CH3:17])=[O:4], predict the reaction product. The product is: [CH3:1][NH:2][C:3]([N:5]1[C:13]2[C:8](=[CH:9][C:10]([NH2:14])=[CH:11][CH:12]=2)[CH:7]=[C:6]1[CH3:17])=[O:4].[CH3:1][NH:2][C:3]([N:5]1[C:13]2[C:8](=[CH:9][C:10]([NH2:14])=[CH:11][CH:12]=2)[CH2:7][CH:6]1[CH3:17])=[O:4]. (5) Given the reactants [NH2:1][C@@H:2]([C@H:6]([C:8]1[C:16]2[C:11](=[CH:12][CH:13]=[CH:14][CH:15]=2)[N:10]([C:17]([O:19][C:20]([CH3:23])([CH3:22])[CH3:21])=[O:18])[CH:9]=1)[CH3:7])[C:3]([OH:5])=[O:4].C(=O)(O)[O-].[Na+].O=C1CCC(=O)N1[C:36]([O:38][CH2:39][CH:40]1[C:52]2[CH:51]=[CH:50][CH:49]=[CH:48][C:47]=2[C:46]2[C:41]1=[CH:42][CH:43]=[CH:44][CH:45]=2)=[O:37].[Cl-].[NH4+], predict the reaction product. The product is: [CH:51]1[C:52]2[CH:40]([CH2:39][O:38][C:36]([NH:1][C@@H:2]([C@H:6]([C:8]3[C:16]4[C:11](=[CH:12][CH:13]=[CH:14][CH:15]=4)[N:10]([C:17]([O:19][C:20]([CH3:22])([CH3:21])[CH3:23])=[O:18])[CH:9]=3)[CH3:7])[C:3]([OH:5])=[O:4])=[O:37])[C:41]3[C:46](=[CH:45][CH:44]=[CH:43][CH:42]=3)[C:47]=2[CH:48]=[CH:49][CH:50]=1. (6) The product is: [CH3:14][CH:15]1[CH2:20][CH2:19][N:18]([S:2]([C:5]2[CH:6]=[C:7]([CH2:8][OH:10])[CH:11]=[CH:12][CH:13]=2)(=[O:3])=[O:4])[CH2:17][CH2:16]1. Given the reactants Cl[S:2]([C:5]1[CH:6]=[C:7]([CH:11]=[CH:12][CH:13]=1)[C:8]([OH:10])=O)(=[O:4])=[O:3].[CH3:14][CH:15]1[CH2:20][CH2:19][NH:18][CH2:17][CH2:16]1.C[Si](C=[N+]=[N-])(C)C, predict the reaction product.